The task is: Predict the reaction yield, written as a fraction of the theoretical maximum amount of product (1.0 means a 100% yield; for example, 0.34 means a 34% yield).. This data is from Reaction yield outcomes from USPTO patents with 853,638 reactions. (1) The reactants are [NH:1]1[C:9]2[C:4](=[CH:5][CH:6]=[CH:7][CH:8]=2)[CH2:3][C:2]1=[O:10].[N+:11]([O-])([OH:13])=[O:12]. The catalyst is S(=O)(=O)(O)O. The product is [N+:11]([C:6]1[CH:7]=[CH:8][C:9]2[C:4](=[CH:3][C:2](=[O:10])[N:1]=2)[CH:5]=1)([O-:13])=[O:12]. The yield is 0.924. (2) The reactants are C([N:4]([C:40]1[CH:45]=[CH:44][C:43]([Cl:46])=[CH:42][CH:41]=1)[C@H:5]1[C:14]2[C:9](=[CH:10][CH:11]=[CH:12][CH:13]=2)[N:8]([C:15]([C:17]2[CH:38]=[CH:37][C:20]([O:21][CH2:22][CH2:23][CH:24]([NH:29][C:30](OC(C)(C)C)=O)[C:25]([O:27][CH3:28])=[O:26])=[CH:19][CH:18]=2)=[O:16])[C@@H:7]([CH3:39])[CH2:6]1)(=O)C.Cl.[C:48](O[BH-](OC(=O)C)OC(=O)C)(=O)[CH3:49].[Na+].[CH:62](=[O:64])[CH3:63].Cl[CH2:66]Cl. The catalyst is O1CCOCC1. The product is [C:62]([N:4]([C:40]1[CH:45]=[CH:44][C:43]([Cl:46])=[CH:42][CH:41]=1)[C@H:5]1[C:14]2[C:9](=[CH:10][CH:11]=[CH:12][CH:13]=2)[N:8]([C:15]([C:17]2[CH:38]=[CH:37][C:20]([O:21][CH2:22][CH2:23][CH:24]([N:29]([CH2:30][CH3:66])[CH2:48][CH3:49])[C:25]([O:27][CH3:28])=[O:26])=[CH:19][CH:18]=2)=[O:16])[C@@H:7]([CH3:39])[CH2:6]1)(=[O:64])[CH3:63]. The yield is 0.170. (3) The reactants are [C:1]([N:8]1[CH2:15][CH:14]2[CH:10]([CH2:11][NH:12][CH2:13]2)[CH2:9]1)([O:3][C:4]([CH3:7])([CH3:6])[CH3:5])=[O:2].[Br:16][C:17]1[CH:29]=[CH:28][C:27]2[C:26]3[C:21](=[CH:22][C:23](Br)=[CH:24][CH:25]=3)[C:20](=[O:31])[C:19]=2[CH:18]=1.CC(C)([O-])C.[Na+]. The catalyst is C1(C)C=CC=CC=1.C1C=CC(/C=C/C(/C=C/C2C=CC=CC=2)=O)=CC=1.C1C=CC(/C=C/C(/C=C/C2C=CC=CC=2)=O)=CC=1.C1C=CC(/C=C/C(/C=C/C2C=CC=CC=2)=O)=CC=1.[Pd].[Pd].C1(P(C2C=CC=CC=2)C2C=CC3C(=CC=CC=3)C=2C2C3C(=CC=CC=3)C=CC=2P(C2C=CC=CC=2)C2C=CC=CC=2)C=CC=CC=1. The product is [C:1]([N:8]1[CH2:9][CH:10]2[CH:14]([CH2:13][N:12]([C:23]3[CH:24]=[CH:25][C:26]4[C:27]5[C:19](=[CH:18][C:17]([Br:16])=[CH:29][CH:28]=5)[C:20](=[O:31])[C:21]=4[CH:22]=3)[CH2:11]2)[CH2:15]1)([O:3][C:4]([CH3:7])([CH3:6])[CH3:5])=[O:2]. The yield is 0.750. (4) The yield is 0.890. The catalyst is C([O-])(=O)C.[Pd+2].C([O-])(=O)C. The reactants are Cl[C:2]1[CH:3]=[C:4]([C:17]2[N:22]=[C:21]([CH3:23])[N:20]=[C:19]([N:24]([CH2:34][C:35]3[CH:40]=[CH:39][C:38]([O:41][CH3:42])=[CH:37][CH:36]=3)[CH2:25][C:26]3[CH:31]=[CH:30][C:29]([O:32][CH3:33])=[CH:28][CH:27]=3)[N:18]=2)[C:5]([NH:8][C:9]2[CH:10]=[N:11][C:12]([O:15][CH3:16])=[CH:13][CH:14]=2)=[N:6][CH:7]=1.C1(P(C2CCCCC2)C2C=CC=CC=2C2C(C(C)C)=CC(C(C)C)=CC=2C(C)C)CCCCC1.C(=O)([O-])[O-].[Cs+].[Cs+].[B-](F)(F)(F)[CH2:84][N:85]1[CH2:90][CH2:89][N:88]([CH3:91])[CH2:87][CH2:86]1.[K+]. The product is [CH3:33][O:32][C:29]1[CH:30]=[CH:31][C:26]([CH2:25][N:24]([CH2:34][C:35]2[CH:40]=[CH:39][C:38]([O:41][CH3:42])=[CH:37][CH:36]=2)[C:19]2[N:18]=[C:17]([C:4]3[C:5]([NH:8][C:9]4[CH:10]=[N:11][C:12]([O:15][CH3:16])=[CH:13][CH:14]=4)=[N:6][CH:7]=[C:2]([CH2:84][N:85]4[CH2:90][CH2:89][N:88]([CH3:91])[CH2:87][CH2:86]4)[CH:3]=3)[N:22]=[C:21]([CH3:23])[N:20]=2)=[CH:27][CH:28]=1. (5) The reactants are [F:1][C:2]1[CH:7]=[CH:6][CH:5]=[C:4]([F:8])[C:3]=1[S:9]([NH:12][C:13]1[CH:14]=[CH:15][C:16]([F:23])=[C:17]([CH:22]=1)[C:18]([O:20]C)=O)(=[O:11])=[O:10].[Cl-:24].[N:25]1C=CC=[N:27][CH:26]=1.[CH2:31]1[CH2:35]O[CH2:33][CH2:32]1. No catalyst specified. The product is [Cl:24][C:26]1[N:27]=[C:31]([CH2:35][C:18]([C:17]2[CH:22]=[C:13]([NH:12][S:9]([C:3]3[C:2]([F:1])=[CH:7][CH:6]=[CH:5][C:4]=3[F:8])(=[O:11])=[O:10])[CH:14]=[CH:15][C:16]=2[F:23])=[O:20])[CH:32]=[CH:33][N:25]=1. The yield is 0.505. (6) No catalyst specified. The yield is 1.00. The product is [CH3:19][O:18][C:16](=[O:17])[CH2:15][O:1][C:2]1[CH:3]=[CH:4][C:5]([C@@H:8]2[CH2:12][CH2:11][C:10](=[O:13])[CH2:9]2)=[CH:6][CH:7]=1. The reactants are [OH:1][C:2]1[CH:7]=[CH:6][C:5]([C@@H:8]2[CH2:12][CH2:11][C:10](=[O:13])[CH2:9]2)=[CH:4][CH:3]=1.Br[CH2:15][C:16]([O:18][CH3:19])=[O:17]. (7) The reactants are [CH3:1]C(C)([O-])C.[K+].CP(C1C=CC=CC=1)(C1C=CC=CC=1)C1C=CC=CC=1.[CH3:27][C:28]1[CH:33]=[C:32]([CH3:34])[N:31]=[C:30]([O:35][CH3:36])[C:29]=1[CH:37]=O. The catalyst is C1(C)C=CC=CC=1. The product is [CH3:36][O:35][C:30]1[C:29]([CH:37]=[CH2:1])=[C:28]([CH3:27])[CH:33]=[C:32]([CH3:34])[N:31]=1. The yield is 0.555.